Dataset: Catalyst prediction with 721,799 reactions and 888 catalyst types from USPTO. Task: Predict which catalyst facilitates the given reaction. (1) The catalyst class is: 53. Reactant: [CH3:1][O:2][C:3](=[O:12])[C:4]1[CH:9]=[CH:8][CH:7]=[C:6]([Br:10])[C:5]=1[CH3:11].C(OOC(=O)C1C=CC=CC=1)(=O)C1C=CC=CC=1.[Br:31]N1C(=O)CCC1=O. Product: [CH3:1][O:2][C:3](=[O:12])[C:4]1[CH:9]=[CH:8][CH:7]=[C:6]([Br:10])[C:5]=1[CH2:11][Br:31]. (2) Reactant: [Cl:1][C:2]1[CH:3]=[CH:4][CH:5]=[C:6]2[C:11]=1[N:10]=[C:9]([C:12]1[CH:17]=[C:16]([F:18])[CH:15]=[CH:14][C:13]=1[Cl:19])[C:8]([C@@H:20]([NH2:22])[CH3:21])=[CH:7]2.Cl[C:24]1[N:32]=[CH:31][N:30]=[C:29]2[C:25]=1[NH:26][CH:27]=[N:28]2.CCN(C(C)C)C(C)C. Product: [Cl:1][C:2]1[CH:3]=[CH:4][CH:5]=[C:6]2[C:11]=1[N:10]=[C:9]([C:12]1[CH:17]=[C:16]([F:18])[CH:15]=[CH:14][C:13]=1[Cl:19])[C:8]([C@@H:20]([NH:22][C:24]1[N:32]=[CH:31][N:30]=[C:29]3[C:25]=1[N:26]=[CH:27][NH:28]3)[CH3:21])=[CH:7]2. The catalyst class is: 51. (3) Reactant: [NH2:1][C:2]1[C:11]([C:12]2[S:13][C:14]3[CH:20]=[CH:19][C:18]([NH:21][C:22]([NH:24][C:25]4[CH:30]=[CH:29][CH:28]=[C:27]([CH3:31])[CH:26]=4)=[O:23])=[CH:17][C:15]=3[CH:16]=2)=[CH:10][C:5]([C:6]([O:8]C)=[O:7])=[CH:4][N:3]=1.[OH-].[K+]. Product: [NH2:1][C:2]1[C:11]([C:12]2[S:13][C:14]3[CH:20]=[CH:19][C:18]([NH:21][C:22]([NH:24][C:25]4[CH:30]=[CH:29][CH:28]=[C:27]([CH3:31])[CH:26]=4)=[O:23])=[CH:17][C:15]=3[CH:16]=2)=[CH:10][C:5]([C:6]([OH:8])=[O:7])=[CH:4][N:3]=1. The catalyst class is: 24. (4) The catalyst class is: 16. Reactant: [C:1]([CH2:3][C:4]([O:6][C:7]([CH3:10])([CH3:9])[CH3:8])=[O:5])#[N:2].[H-].[Na+].[F:13][C:14]([F:23])([F:22])[C:15]1[CH:16]=[CH:17][C:18](Cl)=[N:19][CH:20]=1.[Cl-].[NH4+]. Product: [C:1]([CH:3]([C:18]1[CH:17]=[CH:16][C:15]([C:14]([F:23])([F:22])[F:13])=[CH:20][N:19]=1)[C:4]([O:6][C:7]([CH3:10])([CH3:9])[CH3:8])=[O:5])#[N:2]. (5) Reactant: [N:1]1([CH2:7][CH2:8][OH:9])[CH2:6][CH2:5][NH:4][CH2:3][CH2:2]1.C([C:13]1[CH:14]=[N:15][C:16]2[C:21]([C:22]=1[NH:23][C:24]1[CH:29]=[CH:28][CH:27]=[C:26]([O:30][CH3:31])[CH:25]=1)=[CH:20][C:19]([S:32]([C:35]1[CH:36]=[C:37]([CH:41]=[CH:42][CH:43]=1)[C:38](O)=[O:39])(=[O:34])=[O:33])=[CH:18][C:17]=2[CH3:44])(=O)N.F[P-](F)(F)(F)(F)F.N1(O[P+](N(C)C)(N(C)C)N(C)C)C2C=CC=[CH:60][C:55]=2[N:54]=N1.[OH2:72]. Product: [OH:9][CH2:8][CH2:7][N:1]1[CH2:6][CH2:5][N:4]([C:38]([C:37]2[CH:36]=[C:35]([S:32]([C:19]3[CH:20]=[C:21]4[C:16](=[C:17]([CH3:44])[CH:18]=3)[N:15]=[CH:14][C:13]([CH2:60][C:55]([NH2:54])=[O:72])=[C:22]4[NH:23][C:24]3[CH:29]=[CH:28][CH:27]=[C:26]([O:30][CH3:31])[CH:25]=3)(=[O:33])=[O:34])[CH:43]=[CH:42][CH:41]=2)=[O:39])[CH2:3][CH2:2]1. The catalyst class is: 3.